Dataset: Forward reaction prediction with 1.9M reactions from USPTO patents (1976-2016). Task: Predict the product of the given reaction. Given the reactants [Cl:1][C:2]1[C:3]([CH2:8][NH:9][C:10]([CH:12]2[CH2:17][CH2:16][CH:15]([NH:18][CH2:19][CH2:20][O:21][CH3:22])[CH2:14][CH2:13]2)=[O:11])=[N:4][CH:5]=[CH:6][N:7]=1.C(N(CC)CC)C.[CH2:30]([O:37][C:38](ON1C(=O)CCC1=O)=[O:39])[C:31]1[CH:36]=[CH:35][CH:34]=[CH:33][CH:32]=1.Cl, predict the reaction product. The product is: [Cl:1][C:2]1[C:3]([CH2:8][NH:9][C:10]([CH:12]2[CH2:17][CH2:16][CH:15]([N:18]([CH2:19][CH2:20][O:21][CH3:22])[C:38](=[O:39])[O:37][CH2:30][C:31]3[CH:36]=[CH:35][CH:34]=[CH:33][CH:32]=3)[CH2:14][CH2:13]2)=[O:11])=[N:4][CH:5]=[CH:6][N:7]=1.